From a dataset of Forward reaction prediction with 1.9M reactions from USPTO patents (1976-2016). Predict the product of the given reaction. (1) Given the reactants CON(C)[C:4]([C:6]1[N:7]=[CH:8][O:9][C:10]=1[CH3:11])=[O:5].[CH3:13][Mg]Cl, predict the reaction product. The product is: [CH3:11][C:10]1[O:9][CH:8]=[N:7][C:6]=1[C:4](=[O:5])[CH3:13]. (2) Given the reactants [OH:1][CH2:2][C@H:3]1[CH2:8][CH2:7][C@H:6]([NH:9]C(=O)OCC2C=CC=CC=2)[CH2:5][CH2:4]1, predict the reaction product. The product is: [NH2:9][C@H:6]1[CH2:7][CH2:8][C@H:3]([CH2:2][OH:1])[CH2:4][CH2:5]1.